This data is from Full USPTO retrosynthesis dataset with 1.9M reactions from patents (1976-2016). The task is: Predict the reactants needed to synthesize the given product. (1) Given the product [NH2:1][C:4]1[CH:5]=[C:6]([NH:10][C:11](=[O:22])[C:12]2[CH:17]=[CH:16][CH:15]=[C:14]([C:18]([F:19])([F:20])[F:21])[CH:13]=2)[CH:7]=[CH:8][CH:9]=1, predict the reactants needed to synthesize it. The reactants are: [N+:1]([C:4]1[CH:5]=[C:6]([NH:10][C:11](=[O:22])[C:12]2[CH:17]=[CH:16][CH:15]=[C:14]([C:18]([F:21])([F:20])[F:19])[CH:13]=2)[CH:7]=[CH:8][CH:9]=1)([O-])=O. (2) The reactants are: [C:1]([C:3]1[CH:7]=[N:6][NH:5][C:4]=1[NH2:8])#[N:2].CN(C)[CH:11]=[CH:12][C:13]([C:15]1[CH:16]=[C:17]([N:21]([CH3:31])[S:22]([C:25]2[CH:30]=[CH:29][CH:28]=[CH:27][CH:26]=2)(=[O:24])=[O:23])[CH:18]=[CH:19][CH:20]=1)=O.C(OCC)(=O)C. Given the product [C:1]([C:3]1[CH:7]=[N:6][N:5]2[C:13]([C:15]3[CH:16]=[C:17]([N:21]([CH3:31])[S:22]([C:25]4[CH:30]=[CH:29][CH:28]=[CH:27][CH:26]=4)(=[O:24])=[O:23])[CH:18]=[CH:19][CH:20]=3)=[CH:12][CH:11]=[N:8][C:4]=12)#[N:2], predict the reactants needed to synthesize it. (3) Given the product [Br:1][C:2]1[CH:3]=[N:4][C:5]2[N:6]([N:8]=[C:9]([C:11]([N:26]3[CH2:25][CH:24]=[C:23]([C:18]4[CH:19]=[CH:20][CH:21]=[CH:22][C:17]=4[N+:14]([O-:16])=[O:15])[CH2:28][CH2:27]3)=[O:13])[CH:10]=2)[CH:7]=1, predict the reactants needed to synthesize it. The reactants are: [Br:1][C:2]1[CH:3]=[N:4][C:5]2[N:6]([N:8]=[C:9]([C:11]([OH:13])=O)[CH:10]=2)[CH:7]=1.[N+:14]([C:17]1[CH:22]=[CH:21][CH:20]=[CH:19][C:18]=1[C:23]1[CH2:24][CH2:25][NH:26][CH2:27][CH:28]=1)([O-:16])=[O:15]. (4) Given the product [CH2:1]([O:8][C:9]1[CH:10]=[C:11]2[C:15](=[CH:16][CH:17]=1)[N:14]([C:18]1[CH:23]=[CH:22][C:21]([Cl:24])=[C:20]([Cl:25])[CH:19]=1)[CH:13]=[C:12]2[CH:26]=[C:32]1[S:28][C:29](=[O:34])[NH:30][C:31]1=[O:33])[C:2]1[CH:7]=[CH:6][CH:5]=[CH:4][CH:3]=1, predict the reactants needed to synthesize it. The reactants are: [CH2:1]([O:8][C:9]1[CH:10]=[C:11]2[C:15](=[CH:16][CH:17]=1)[N:14]([C:18]1[CH:23]=[CH:22][C:21]([Cl:24])=[C:20]([Cl:25])[CH:19]=1)[CH:13]=[C:12]2[CH:26]=O)[C:2]1[CH:7]=[CH:6][CH:5]=[CH:4][CH:3]=1.[S:28]1[CH2:32][C:31](=[O:33])[NH:30][C:29]1=[O:34].N1CCCCC1. (5) Given the product [N+:7]([C:10]1[CH:15]=[CH:14][C:13]([C:25]2[CH2:30][CH2:29][N:28]([C:31]([O:33][C:34]([CH3:37])([CH3:36])[CH3:35])=[O:32])[CH2:27][CH:26]=2)=[CH:12][CH:11]=1)([O-:9])=[O:8], predict the reactants needed to synthesize it. The reactants are: C([O-])([O-])=O.[Na+].[Na+].[N+:7]([C:10]1[CH:15]=[CH:14][C:13](B(O)O)=[CH:12][CH:11]=1)([O-:9])=[O:8].FC(F)(F)S(O[C:25]1[CH2:30][CH2:29][N:28]([C:31]([O:33][C:34]([CH3:37])([CH3:36])[CH3:35])=[O:32])[CH2:27][CH:26]=1)(=O)=O.[Li+].[Cl-]. (6) Given the product [O:10]=[C:1]1[C:9]2[C:4](=[CH:5][C:6]([CH:11]=[O:13])=[CH:7][CH:8]=2)[CH2:3][O:2]1, predict the reactants needed to synthesize it. The reactants are: [C:1]1(=[O:10])[C:9]2[C:4](=[CH:5][CH:6]=[CH:7][CH:8]=2)[CH2:3][O:2]1.[C:11](OCC)(=[O:13])C.ClCCl. (7) The reactants are: C[O:2][C:3]([C:5]1([NH:11][C:12]([C:14]2[CH:23]=[CH:22][C:21]3[C:16](=[CH:17][CH:18]=[CH:19][CH:20]=3)[C:15]=2[O:24][CH2:25][C:26]2[CH:31]=[CH:30][C:29]([C:32]([F:35])([F:34])[F:33])=[CH:28][CH:27]=2)=[O:13])[CH2:10][CH2:9][S:8][CH2:7][CH2:6]1)=[O:4].Cl. Given the product [F:34][C:32]([F:33])([F:35])[C:29]1[CH:28]=[CH:27][C:26]([CH2:25][O:24][C:15]2[C:16]3[C:21](=[CH:20][CH:19]=[CH:18][CH:17]=3)[CH:22]=[CH:23][C:14]=2[C:12]([NH:11][C:5]2([C:3]([OH:4])=[O:2])[CH2:6][CH2:7][S:8][CH2:9][CH2:10]2)=[O:13])=[CH:31][CH:30]=1, predict the reactants needed to synthesize it. (8) The reactants are: [C:1]([N:9]=[C:10]=[S:11])(=[O:8])[C:2]1[CH:7]=[CH:6][CH:5]=[CH:4][CH:3]=1.[Cl:12][C:13]1[CH:14]=[C:15]([CH:17]=[C:18]([Cl:20])[CH:19]=1)[NH2:16]. Given the product [Cl:12][C:13]1[CH:14]=[C:15]([NH:16][C:10]([NH:9][C:1](=[O:8])[C:2]2[CH:7]=[CH:6][CH:5]=[CH:4][CH:3]=2)=[S:11])[CH:17]=[C:18]([Cl:20])[CH:19]=1, predict the reactants needed to synthesize it. (9) Given the product [CH3:16][C:6]1[C:7]([CH:8]([CH2:13][CH2:14][CH3:15])[C:9]([O:11][CH3:12])=[O:10])=[C:2]([N:23]2[CH2:28][CH2:27][CH2:26][CH2:25][CH2:24]2)[N:3]=[C:4]([N:17]2[CH2:22][CH2:21][CH2:20][CH2:19][CH2:18]2)[N:5]=1, predict the reactants needed to synthesize it. The reactants are: Cl[C:2]1[C:7]([CH:8]([CH2:13][CH2:14][CH3:15])[C:9]([O:11][CH3:12])=[O:10])=[C:6]([CH3:16])[N:5]=[C:4]([N:17]2[CH2:22][CH2:21][CH2:20][CH2:19][CH2:18]2)[N:3]=1.[NH:23]1[CH2:28][CH2:27][CH2:26][CH2:25][CH2:24]1.C(=O)([O-])[O-].[K+].[K+].